This data is from Forward reaction prediction with 1.9M reactions from USPTO patents (1976-2016). The task is: Predict the product of the given reaction. (1) Given the reactants [NH2:1][C:2]1[S:6][C:5]2[CH2:7][CH2:8][CH2:9][C:4]=2[C:3]=1[C:10]([C:12]1[CH:17]=[CH:16][C:15]([S:18]([CH3:21])(=[O:20])=[O:19])=[CH:14][CH:13]=1)=O.[CH3:22][C:23](=O)[CH2:24][C:25](=[O:27])[CH3:26], predict the reaction product. The product is: [CH3:21][S:18]([C:15]1[CH:16]=[CH:17][C:12]([C:10]2[C:24]([C:25](=[O:27])[CH3:26])=[C:23]([CH3:22])[N:1]=[C:2]3[S:6][C:5]4[CH2:7][CH2:8][CH2:9][C:4]=4[C:3]=23)=[CH:13][CH:14]=1)(=[O:20])=[O:19]. (2) Given the reactants [CH2:1]([N:8]1[C:13](=[O:14])[C:12]2[O:15][C:16]3[CH:21]=[CH:20][CH:19]=[CH:18][C:17]=3[C:11]=2[N:10]=[C:9]1[CH:22](Br)[CH:23]([CH3:25])[CH3:24])[C:2]1[CH:7]=[CH:6][CH:5]=[CH:4][CH:3]=1.[N-:27]=[N+:28]=[N-:29].[Na+].C(OCC)(=O)C, predict the reaction product. The product is: [N:27]([CH:22]([C:9]1[N:8]([CH2:1][C:2]2[CH:3]=[CH:4][CH:5]=[CH:6][CH:7]=2)[C:13](=[O:14])[C:12]2[O:15][C:16]3[CH:21]=[CH:20][CH:19]=[CH:18][C:17]=3[C:11]=2[N:10]=1)[CH:23]([CH3:25])[CH3:24])=[N+:28]=[N-:29]. (3) Given the reactants Cl[C:2]1[N:7]=[C:6]([CH2:8][CH2:9][C:10]2[CH:15]=[CH:14][CH:13]=[CH:12][C:11]=2[C:16]2([C:19]([NH2:21])=[O:20])[CH2:18][CH2:17]2)[C:5]([CH3:22])=[CH:4][N:3]=1.[NH2:23][C:24]1[CH:25]=[N:26][N:27](C(OC(C)(C)C)=O)[CH:28]=1.C([O-])([O-])=O.[Cs+].[Cs+].CC1(C)C2C(=C(P(C3C=CC=CC=3)C3C=CC=CC=3)C=CC=2)OC2C(P(C3C=CC=CC=3)C3C=CC=CC=3)=CC=CC1=2, predict the reaction product. The product is: [NH:26]1[CH:25]=[C:24]([NH:23][C:2]2[N:7]=[C:6]([CH2:8][CH2:9][C:10]3[CH:15]=[CH:14][CH:13]=[CH:12][C:11]=3[C:16]3([C:19]([NH2:21])=[O:20])[CH2:18][CH2:17]3)[C:5]([CH3:22])=[CH:4][N:3]=2)[CH:28]=[N:27]1. (4) Given the reactants CCN=C=NCCCN(C)C.Cl.C1C=CC2N(O)N=NC=2C=1.[Br:23][C:24]1[N:25]=[C:26]([C@H:35]2[CH2:40][CH2:39][C@H:38]([C:41](O)=[O:42])[CH2:37][CH2:36]2)[O:27][C:28]=1[C:29]1[CH:34]=[CH:33][CH:32]=[CH:31][CH:30]=1.[NH2:44][CH2:45][CH2:46][NH:47][C:48]([C:50]1[C:51]([C:61]([F:64])([F:63])[F:62])=[N:52][N:53]([C:55]2[CH:60]=[CH:59][CH:58]=[CH:57][CH:56]=2)[CH:54]=1)=[O:49], predict the reaction product. The product is: [Br:23][C:24]1[N:25]=[C:26]([C@H:35]2[CH2:40][CH2:39][C@H:38]([C:41]([NH:44][CH2:45][CH2:46][NH:47][C:48]([C:50]3[C:51]([C:61]([F:63])([F:64])[F:62])=[N:52][N:53]([C:55]4[CH:60]=[CH:59][CH:58]=[CH:57][CH:56]=4)[CH:54]=3)=[O:49])=[O:42])[CH2:37][CH2:36]2)[O:27][C:28]=1[C:29]1[CH:34]=[CH:33][CH:32]=[CH:31][CH:30]=1. (5) Given the reactants Br[C:2]1[CH:7]=[CH:6][C:5]([N:8]2[CH2:13][CH2:12][N:11](C(OC(C)(C)C)=O)[CH2:10][CH2:9]2)=[CH:4][CH:3]=1.B1(B2OC(C)(C)C(C)(C)O2)OC(C)(C)C(C)(C)O1.C([O-])(=O)C.[K+].[ClH:44].[N:45]12[CH2:52][CH2:51][CH:48]([CH2:49][CH2:50]1)[C@@H:47]([NH:53][C:54]([C:56]1[S:57][C:58]3[C:64](Br)=[CH:63][CH:62]=[CH:61][C:59]=3[CH:60]=1)=[O:55])[CH2:46]2.C(=O)([O-])[O-].[Na+].[Na+], predict the reaction product. The product is: [ClH:44].[ClH:44].[N:45]12[CH2:50][CH2:49][CH:48]([CH2:51][CH2:52]1)[C@@H:47]([NH:53][C:54]([C:56]1[S:57][C:58]3[C:64]([C:2]4[CH:3]=[CH:4][C:5]([N:8]5[CH2:9][CH2:10][NH:11][CH2:12][CH2:13]5)=[CH:6][CH:7]=4)=[CH:63][CH:62]=[CH:61][C:59]=3[CH:60]=1)=[O:55])[CH2:46]2. (6) Given the reactants [Cl:1][C:2]1[CH:7]=[CH:6][C:5]([C:8](=[O:10])[CH3:9])=[CH:4][CH:3]=1.C(O[CH:16](N(C)C)[N:17]([CH3:19])[CH3:18])(C)(C)C, predict the reaction product. The product is: [CH3:16][N:17]([CH:19]=[CH:9][C:8]([C:5]1[CH:6]=[CH:7][C:2]([Cl:1])=[CH:3][CH:4]=1)=[O:10])[CH3:18]. (7) Given the reactants [Cl:1][C:2]1[CH:3]=[C:4]([CH:9]=[CH:10][N:11]=1)[C:5]([NH:7][CH3:8])=[O:6].Cl.CN[O:15][CH3:16].C(Cl)CCl.C1C=CC2N(O)N=NC=2C=1.CCN(CC)CC, predict the reaction product. The product is: [Cl:1][C:2]1[CH:3]=[C:4]([CH:9]=[CH:10][N:11]=1)[C:5]([N:7]([O:15][CH3:16])[CH3:8])=[O:6].